This data is from Reaction yield outcomes from USPTO patents with 853,638 reactions. The task is: Predict the reaction yield, written as a fraction of the theoretical maximum amount of product (1.0 means a 100% yield; for example, 0.34 means a 34% yield). The reactants are [Cl:1][C:2]1[CH:3]=[C:4]([C:8]2[N:9]=[C:10]([NH:18][C:19]3[CH:24]=[CH:23][C:22]([CH2:25][C:26](O)=[O:27])=[CH:21][CH:20]=3)[C:11]3[S:17][CH2:16][CH2:15][CH2:14][C:12]=3[N:13]=2)[CH:5]=[CH:6][CH:7]=1.C[N:30]([C:32](ON1N=NC2C=CC=NC1=2)=[N+:33](C)C)C.F[P-](F)(F)(F)(F)F.C(N(C(C)C)CC)(C)C. The catalyst is CN(C=O)C. The product is [Cl:1][C:2]1[CH:3]=[C:4]([C:8]2[N:9]=[C:10]([NH:18][C:19]3[CH:20]=[CH:21][C:22]([CH2:25][C:26]([NH:33][C:32]#[N:30])=[O:27])=[CH:23][CH:24]=3)[C:11]3[S:17][CH2:16][CH2:15][CH2:14][C:12]=3[N:13]=2)[CH:5]=[CH:6][CH:7]=1. The yield is 0.200.